From a dataset of Catalyst prediction with 721,799 reactions and 888 catalyst types from USPTO. Predict which catalyst facilitates the given reaction. (1) Reactant: [OH:1][CH:2]([C:16]1[CH:21]=[CH:20][CH:19]=[CH:18][CH:17]=1)[C@H:3]1[O:8][CH2:7][CH2:6][N:5]([C:9]([O:11][C:12]([CH3:15])([CH3:14])[CH3:13])=[O:10])[CH2:4]1.C1(P(C2C=CC=CC=2)C2C=CC=CC=2)C=CC=CC=1.[Cl:41][C:42]1[CH:47]=[CH:46][C:45]([OH:48])=[C:44]([O:49][CH3:50])[CH:43]=1.CC(OC(/N=N/C(OC(C)C)=O)=O)C. Product: [Cl:41][C:42]1[CH:47]=[CH:46][C:45]([O:1][C@H:2]([C:16]2[CH:17]=[CH:18][CH:19]=[CH:20][CH:21]=2)[C@H:3]2[O:8][CH2:7][CH2:6][N:5]([C:9]([O:11][C:12]([CH3:15])([CH3:14])[CH3:13])=[O:10])[CH2:4]2)=[C:44]([O:49][CH3:50])[CH:43]=1.[Cl:41][C:42]1[CH:47]=[CH:46][C:45]([O:48][C@@H:2]([C:16]2[CH:21]=[CH:20][CH:19]=[CH:18][CH:17]=2)[C@H:3]2[O:8][CH2:7][CH2:6][N:5]([C:9]([O:11][C:12]([CH3:15])([CH3:13])[CH3:14])=[O:10])[CH2:4]2)=[C:44]([O:49][CH3:50])[CH:43]=1. The catalyst class is: 11. (2) Reactant: [Cl:1][C:2]1[CH:7]=[CH:6][C:5](/[CH:8]=[CH:9]/[N+:10]([O-])=O)=[CH:4][C:3]=1[Cl:13].[Li+].[BH4-].Cl[Si](C)(C)C. Product: [Cl:13][C:3]1[CH:4]=[C:5]([CH2:8][CH2:9][NH2:10])[CH:6]=[CH:7][C:2]=1[Cl:1]. The catalyst class is: 1. (3) Reactant: [I:1][C:2]1[C:10]2[C:5](=[N:6][CH:7]=[C:8]([C:11]3[CH:12]=[C:13]([CH:16]=[CH:17][CH:18]=3)[CH:14]=[O:15])[CH:9]=2)[NH:4][CH:3]=1.[H-].[Na+].[S:21](Cl)([C:24]1[CH:30]=[CH:29][C:27]([CH3:28])=[CH:26][CH:25]=1)(=[O:23])=[O:22]. Product: [I:1][C:2]1[C:10]2[C:5](=[N:6][CH:7]=[C:8]([C:11]3[CH:12]=[C:13]([CH:16]=[CH:17][CH:18]=3)[CH:14]=[O:15])[CH:9]=2)[N:4]([S:21]([C:24]2[CH:30]=[CH:29][C:27]([CH3:28])=[CH:26][CH:25]=2)(=[O:23])=[O:22])[CH:3]=1. The catalyst class is: 1. (4) Reactant: [Br:1][C:2]1[CH:7]=[CH:6][C:5]([S:8]([N:11]2[CH2:16][CH2:15][C:14]([CH2:18][NH:19][CH3:20])([OH:17])[CH2:13][CH2:12]2)(=[O:10])=[O:9])=[CH:4][CH:3]=1.C(N(CC)CC)C.[Cl:28][CH2:29][C:30](Cl)=[O:31]. Product: [Br:1][C:2]1[CH:7]=[CH:6][C:5]([S:8]([N:11]2[CH2:12][CH2:13][C:14]([CH2:18][N:19]([CH3:20])[C:30](=[O:31])[CH2:29][Cl:28])([OH:17])[CH2:15][CH2:16]2)(=[O:9])=[O:10])=[CH:4][CH:3]=1. The catalyst class is: 4. (5) Reactant: [CH2:1]([N:4]([C:14](=[O:25])[CH2:15][C:16]1[C:21]([CH3:22])=[CH:20][C:19]([CH3:23])=[CH:18][C:17]=1[CH3:24])[C:5]1[N:6]=[CH:7][S:8][C:9]=1[C:10]([O:12]C)=O)[CH:2]=[CH2:3].[H-].[Na+].O. Product: [CH2:1]([N:4]1[C:14](=[O:25])[C:15]([C:16]2[C:17]([CH3:24])=[CH:18][C:19]([CH3:23])=[CH:20][C:21]=2[CH3:22])=[C:10]([OH:12])[C:9]2[S:8][CH:7]=[N:6][C:5]1=2)[CH:2]=[CH2:3]. The catalyst class is: 9. (6) Reactant: [CH2:1]([N:8]1[C:20]2[CH:19]=[CH:18][C:17](C(O)=O)=[CH:16][C:15]=2[C:14]2[C:9]1=[CH:10][C:11]([Br:27])=[CH:12][C:13]=2[C:24](=[O:26])[NH2:25])[C:2]1[CH:7]=[CH:6][CH:5]=[CH:4][CH:3]=1.CCN(CC)CC.P(N=[N+]=[N-])(=O)(OC1C=CC=CC=1)OC1C=CC=CC=1.[N-:54]=[C:55]=[O:56].[CH3:57][O:58][C:59]1[CH:64]=[CH:63][C:62]([CH2:65][OH:66])=[CH:61][CH:60]=1. Product: [CH2:1]([N:8]1[C:20]2[CH:19]=[CH:18][C:17]([NH:54][C:55](=[O:56])[O:66][CH2:65][C:62]3[CH:63]=[CH:64][C:59]([O:58][CH3:57])=[CH:60][CH:61]=3)=[CH:16][C:15]=2[C:14]2[C:9]1=[CH:10][C:11]([Br:27])=[CH:12][C:13]=2[C:24](=[O:26])[NH2:25])[C:2]1[CH:7]=[CH:6][CH:5]=[CH:4][CH:3]=1. The catalyst class is: 12.